Task: Predict the reaction yield, written as a fraction of the theoretical maximum amount of product (1.0 means a 100% yield; for example, 0.34 means a 34% yield).. Dataset: Reaction yield outcomes from USPTO patents with 853,638 reactions (1) The catalyst is C1(C)C=CC=CC=1.C(O)(=O)C. The reactants are [OH:1][CH:2]1[CH2:7][CH2:6][CH2:5][NH:4][CH2:3]1.[CH:8](=O)[C:9]1[CH:14]=[CH:13][CH:12]=[CH:11][CH:10]=1.C(O[BH-](OC(=O)C)OC(=O)C)(=O)C.[Na+].C(=O)(O)[O-].[Na+]. The yield is 0.490. The product is [CH2:8]([N:4]1[CH2:5][CH2:6][CH2:7][CH:2]([OH:1])[CH2:3]1)[C:9]1[CH:14]=[CH:13][CH:12]=[CH:11][CH:10]=1. (2) The reactants are [SH:1][C:2]1[NH:11][C:10](=[O:12])[C:9]2[C:4](=[CH:5][CH:6]=[CH:7][CH:8]=2)[N:3]=1.Br[CH2:14][C:15](=[O:21])[C:16]([O:18][CH2:19][CH3:20])=[O:17].C(N(CC)CC)C.Cl. The catalyst is CN(C=O)C.CCOC(C)=O. The product is [CH2:19]([O:18][C:16](=[O:17])[C:15](=[O:21])[CH2:14][S:1][C:2]1[NH:11][C:10](=[O:12])[C:9]2[C:4](=[CH:5][CH:6]=[CH:7][CH:8]=2)[N:3]=1)[CH3:20]. The yield is 0.110.